From a dataset of Forward reaction prediction with 1.9M reactions from USPTO patents (1976-2016). Predict the product of the given reaction. (1) The product is: [F:1][C:2]1[C:7]([F:8])=[CH:6][C:5]([C:9]2[CH:10]=[CH:11][C:12]([O:15][CH2:16][C:17]3[C:25]4[O:24][N:23]=[C:22]([OH:26])[C:21]=4[CH:20]=[CH:19][CH:18]=3)=[CH:13][CH:14]=2)=[C:4]([CH3:46])[CH:3]=1. Given the reactants [F:1][C:2]1[C:7]([F:8])=[CH:6][C:5]([C:9]2[CH:14]=[CH:13][C:12]([O:15][CH2:16][C:17]3[C:25]4[O:24][N:23]=[C:22]([O:26]C(C5C=CC=CC=5)(C5C=CC=CC=5)C5C=CC=CC=5)[C:21]=4[CH:20]=[CH:19][CH:18]=3)=[CH:11][CH:10]=2)=[C:4]([CH3:46])[CH:3]=1.Cl, predict the reaction product. (2) Given the reactants [S:1]1[CH:5]=[CH:4][C:3]([CH:6]([CH2:9][CH3:10])[C:7]#[N:8])=[CH:2]1.[Li+].[CH3:12][Si]([N-][Si](C)(C)C)(C)C.IC, predict the reaction product. The product is: [CH3:12][C:6]([C:3]1[CH:4]=[CH:5][S:1][CH:2]=1)([CH2:9][CH3:10])[C:7]#[N:8].